Dataset: Full USPTO retrosynthesis dataset with 1.9M reactions from patents (1976-2016). Task: Predict the reactants needed to synthesize the given product. The reactants are: [Cl:1][C:2]1[CH:7]=[CH:6][C:5]([C:8]2(C(O)=O)[CH2:11][CH2:10][CH2:9]2)=[CH:4][CH:3]=1.[C:15](O[C:15]([O:17][C:18]([CH3:21])([CH3:20])[CH3:19])=[O:16])([O:17][C:18]([CH3:21])([CH3:20])[CH3:19])=[O:16].[N-:30]=[N+]=[N-].[Na+].C(=O)(O)[O-].[Na+]. Given the product [Cl:1][C:2]1[CH:3]=[CH:4][C:5]([C:8]2([NH:30][C:15](=[O:16])[O:17][C:18]([CH3:21])([CH3:20])[CH3:19])[CH2:9][CH2:10][CH2:11]2)=[CH:6][CH:7]=1, predict the reactants needed to synthesize it.